This data is from Reaction yield outcomes from USPTO patents with 853,638 reactions. The task is: Predict the reaction yield, written as a fraction of the theoretical maximum amount of product (1.0 means a 100% yield; for example, 0.34 means a 34% yield). (1) The reactants are [Br:1][C:2]1[CH:3]=[C:4]([CH:9]([CH2:15][CH:16]([CH3:18])[CH3:17])[C:10]([O:12][CH2:13][CH3:14])=[O:11])[CH:5]=[CH:6][C:7]=1[OH:8].C([O-])([O-])=O.[K+].[K+].[CH2:25](I)[CH3:26].O. The catalyst is CS(C)=O. The product is [Br:1][C:2]1[CH:3]=[C:4]([CH:9]([CH2:15][CH:16]([CH3:17])[CH3:18])[C:10]([O:12][CH2:13][CH3:14])=[O:11])[CH:5]=[CH:6][C:7]=1[O:8][CH2:25][CH3:26]. The yield is 0.550. (2) The reactants are CO[C:3](=[O:28])[C:4]1[CH:9]=[CH:8][C:7]([CH3:10])=[C:6]([N:11]2[C:16](=[O:17])[C:15]([Br:18])=[C:14]([O:19][CH2:20][C:21]3[N:22]=[C:23]([CH3:26])[S:24][CH:25]=3)[N:13]=[C:12]2[CH3:27])[CH:5]=1.[OH-].[Na+].[C:31](N1C=CN=C1)(N1C=CN=C1)=O.Cl.[CH3:44][N:45](C)[OH:46].C(N(CC)CC)C. The catalyst is O1CCCC1. The product is [Br:18][C:15]1[C:16](=[O:17])[N:11]([C:6]2[CH:5]=[C:4]([CH:9]=[CH:8][C:7]=2[CH3:10])[C:3]([N:45]([O:46][CH3:31])[CH3:44])=[O:28])[C:12]([CH3:27])=[N:13][C:14]=1[O:19][CH2:20][C:21]1[N:22]=[C:23]([CH3:26])[S:24][CH:25]=1. The yield is 0.200. (3) The reactants are [CH3:1][O-:2].[Na+].[Na].F[C:6]1[CH:11]=[C:10]([Cl:12])[C:9]([N+:13]([O-:15])=[O:14])=[CH:8][C:7]=1C.[CH3:17]O. No catalyst specified. The product is [Cl:12][C:10]1[CH:11]=[C:6]([O:2][CH3:1])[CH:7]=[C:8]([CH3:17])[C:9]=1[N+:13]([O-:15])=[O:14]. The yield is 1.00. (4) The yield is 0.900. The product is [CH3:15][C:16]1[CH:21]=[C:20]([C:2]2[N:7]=[N:6][C:5]([NH2:8])=[N:4][C:3]=2[C:9]2[CH:14]=[CH:13][CH:12]=[CH:11][CH:10]=2)[CH:19]=[C:18]([C:31]([F:33])([F:32])[F:34])[N:17]=1. The catalyst is O1CCOCC1.O. The reactants are Br[C:2]1[N:7]=[N:6][C:5]([NH2:8])=[N:4][C:3]=1[C:9]1[CH:14]=[CH:13][CH:12]=[CH:11][CH:10]=1.[CH3:15][C:16]1[CH:21]=[C:20](B2OC(C)(C)C(C)(C)O2)[CH:19]=[C:18]([C:31]([F:34])([F:33])[F:32])[N:17]=1.C([O-])([O-])=O.[K+].[K+]. (5) The reactants are [Cl:1][C:2]1[CH:7]=[CH:6][C:5]([C:8]2[C:13]([C:14]([OH:16])=O)=[C:12]([CH3:17])[N:11]=[CH:10][CH:9]=2)=[C:4]([F:18])[CH:3]=1.S(Cl)(Cl)=O.[CH3:23][O:24][CH2:25][CH2:26][NH2:27].C(N(CC)CC)C. The catalyst is C(Cl)Cl.O. The product is [Cl:1][C:2]1[CH:7]=[CH:6][C:5]([C:8]2[C:13]([C:14]([NH:27][CH2:26][CH2:25][O:24][CH3:23])=[O:16])=[C:12]([CH3:17])[N:11]=[CH:10][CH:9]=2)=[C:4]([F:18])[CH:3]=1. The yield is 0.560. (6) The reactants are [Cl-].O[NH3+:3].[C:4](=[O:7])([O-])[OH:5].[Na+].CS(C)=O.[CH2:13]([C:17]1[N:18]=[C:19]([CH3:47])[N:20]([CH2:39][C:40]2[CH:45]=[CH:44][CH:43]=[C:42]([F:46])[CH:41]=2)[C:21](=[O:38])[C:22]=1[CH2:23][C:24]1[CH:29]=[CH:28][C:27]([C:30]2[C:31]([C:36]#[N:37])=[CH:32][CH:33]=[CH:34][CH:35]=2)=[CH:26][CH:25]=1)[CH2:14][CH2:15][CH3:16]. The catalyst is C(OCC)(=O)C. The product is [CH2:13]([C:17]1[N:18]=[C:19]([CH3:47])[N:20]([CH2:39][C:40]2[CH:45]=[CH:44][CH:43]=[C:42]([F:46])[CH:41]=2)[C:21](=[O:38])[C:22]=1[CH2:23][C:24]1[CH:25]=[CH:26][C:27]([C:30]2[CH:35]=[CH:34][CH:33]=[CH:32][C:31]=2[C:36]2[NH:3][C:4](=[O:7])[O:5][N:37]=2)=[CH:28][CH:29]=1)[CH2:14][CH2:15][CH3:16]. The yield is 0.690. (7) The reactants are [CH3:1][C:2]1[C:10]2[C:5](=[C:6]([CH3:11])[CH:7]=[CH:8][CH:9]=2)[NH:4][C:3]=1[CH2:12][OH:13]. The catalyst is ClCCl.[O-2].[O-2].[Mn+4]. The product is [CH3:1][C:2]1[C:10]2[C:5](=[C:6]([CH3:11])[CH:7]=[CH:8][CH:9]=2)[NH:4][C:3]=1[CH:12]=[O:13]. The yield is 0.460. (8) The reactants are C(Cl)(=O)C.[Cl:5][C:6]1[CH:42]=[CH:41][C:40]([N:43]2[CH:47]=[CH:46][CH:45]=[N:44]2)=[CH:39][C:7]=1[C:8]([NH:10][C:11](=[O:38])[NH:12][C:13]1[S:14][C:15]2[CH:21]=[C:20]([S:22]([CH:25]3[CH2:30][CH2:29][N:28]([C:31](OC(C)(C)C)=O)[CH2:27][CH2:26]3)(=[O:24])=[O:23])[CH:19]=[CH:18][C:16]=2[N:17]=1)=[O:9].C=O.C([BH3-])#N.[Na+]. The yield is 0.770. The product is [Cl:5][C:6]1[CH:42]=[CH:41][C:40]([N:43]2[CH:47]=[CH:46][CH:45]=[N:44]2)=[CH:39][C:7]=1[C:8]([NH:10][C:11](=[O:38])[NH:12][C:13]1[S:14][C:15]2[CH:21]=[C:20]([S:22]([CH:25]3[CH2:30][CH2:29][N:28]([CH3:31])[CH2:27][CH2:26]3)(=[O:24])=[O:23])[CH:19]=[CH:18][C:16]=2[N:17]=1)=[O:9]. The catalyst is O.CC(O)=O.